Dataset: Kir2.1 potassium channel HTS with 301,493 compounds. Task: Binary Classification. Given a drug SMILES string, predict its activity (active/inactive) in a high-throughput screening assay against a specified biological target. (1) The compound is O=C(N(CC)CC(=O)Nc1ccc(NC(=O)C)cc1)C(c1ccccc1)c1ccccc1. The result is 0 (inactive). (2) The compound is S(CC(=O)NCc1cc(ccc1)C(O)=O)c1n(nnn1)C. The result is 0 (inactive).